This data is from Forward reaction prediction with 1.9M reactions from USPTO patents (1976-2016). The task is: Predict the product of the given reaction. (1) Given the reactants O=[C:2]([O-:13])[C@@H:3]([C@H:5]([C@@H:7]([C@@H:9]([CH2:11][OH:12])[OH:10])[OH:8])[OH:6])[OH:4].[Cl-:14].[K+].[Mg+2].[Cl-].[Cl-].C1N(CCO)CCN(CCS(O)(=O)=O)C1.C(N(CC(O)=O)CC(O)=O)COCCOCCN(CC(O)=O)CC(O)=O.[Cl-].[Cl-].[Ca+2].O=C[C@@H]([C@H]([C@@H]([C@@H](CO)O)O)O)O.[OH-].[K+].[Cl-].[Cs+].CC[N+](C[C:87]([NH:89][C:90]1[C:95]([CH3:96])=[CH:94][CH:93]=[CH:92][C:91]=1C)=O)(CC)CC.[Br-:98].[Na+].[Cl-], predict the reaction product. The product is: [CH:91]1[C:90]2[NH:89][CH:87]=[C:96]([O:12][C@@H:11]3[O:4][C@H:3]([CH2:2][OH:13])[C@H:5]([OH:6])[C@H:7]([OH:8])[C@H:9]3[OH:10])[C:95]=2[C:94]([Cl:14])=[C:93]([Br:98])[CH:92]=1. (2) The product is: [F:34][C:35]1[CH:36]=[CH:37][C:38]([CH2:39][CH:40]([C:41]([OH:49])=[O:42])[C:45]([OH:46])=[O:44])=[CH:50][CH:51]=1. Given the reactants ClC1C=CC(CC2C(=O)OC(C)(C)OC2=O)=CC=1.ClC1C=CC(CC(C(O)=O)C(O)=O)=CC=1.[F:34][C:35]1[CH:51]=[CH:50][C:38]([CH2:39][CH:40]2[C:45](=[O:46])[O:44]C(C)(C)[O:42][C:41]2=[O:49])=[CH:37][CH:36]=1, predict the reaction product. (3) Given the reactants [F:1][C:2]([F:13])([F:12])[C:3]1[C:7]([C:8]([OH:11])([CH3:10])[CH3:9])=[CH:6][NH:5][N:4]=1.CC(C)([O-])C.[K+].Cl[CH2:21][C:22]1[NH:23][C:24](=[O:32])[C:25]2[CH:30]=[C:29]([CH3:31])[S:28][C:26]=2[N:27]=1, predict the reaction product. The product is: [OH:11][C:8]([C:7]1[C:3]([C:2]([F:1])([F:12])[F:13])=[N:4][N:5]([CH2:21][C:22]2[NH:23][C:24](=[O:32])[C:25]3[CH:30]=[C:29]([CH3:31])[S:28][C:26]=3[N:27]=2)[CH:6]=1)([CH3:9])[CH3:10]. (4) Given the reactants Cl[C:2]1[N:11]=[C:10]([NH:12][CH:13]([C:21]2[CH:26]=[CH:25][CH:24]=[CH:23][CH:22]=2)[CH2:14][C:15]2[CH:20]=[CH:19][CH:18]=[CH:17][CH:16]=2)[C:9]2[C:4](=[CH:5][CH:6]=[CH:7][CH:8]=2)[N:3]=1.[CH3:27][C:28]1[C:33](B(O)O)=[CH:32][N:31]2[CH:37]=[CH:38][N:39]=[C:30]2[CH:29]=1.C(NC1C2C(=CC=CC=2)N=C(C2SC3C=CC=CC=3C=2)N=1)(C1C=CC=CC=1)C1C=CC=CC=1, predict the reaction product. The product is: [C:21]1([CH:13]([NH:12][C:10]2[C:9]3[C:4](=[CH:5][CH:6]=[CH:7][CH:8]=3)[N:3]=[C:2]([C:33]3[C:28]([CH3:27])=[CH:29][C:30]4[N:31]([CH:37]=[CH:38][N:39]=4)[CH:32]=3)[N:11]=2)[CH2:14][C:15]2[CH:20]=[CH:19][CH:18]=[CH:17][CH:16]=2)[CH:26]=[CH:25][CH:24]=[CH:23][CH:22]=1. (5) Given the reactants [F:1][C:2]1[CH:3]=[C:4]([C:8]2[CH:9]=[N:10][C:11]3[N:12]([CH:14]=[CH:15][N:16]=3)[CH:13]=2)[CH:5]=[CH:6][CH:7]=1.[Br:17]N1C(=O)CCC1=O.C(Cl)(Cl)Cl, predict the reaction product. The product is: [Br:17][C:14]1[N:12]2[CH:13]=[C:8]([C:4]3[CH:5]=[CH:6][CH:7]=[C:2]([F:1])[CH:3]=3)[CH:9]=[N:10][C:11]2=[N:16][CH:15]=1.